Predict the product of the given reaction. From a dataset of Forward reaction prediction with 1.9M reactions from USPTO patents (1976-2016). (1) Given the reactants N(C(OC(C)C)=O)=NC(OC(C)C)=O.[Cl:15][C:16]1[C:17]([C:40]2[N:44]=[CH:43][NH:42][N:41]=2)=[C:18]([NH:21][C:22](=[O:39])[CH2:23][N:24]2[C:33]3[C:28](=[CH:29][C:30]([C:34]([F:37])([F:36])[F:35])=[CH:31][CH:32]=3)[CH:27]=[CH:26][C:25]2=[O:38])[S:19][CH:20]=1.C1(P(C2C=CC=CC=2)C2C=CC=CC=2)C=CC=CC=1.[CH3:64][N:65]([CH3:70])[CH2:66][CH2:67][CH2:68]O, predict the reaction product. The product is: [Cl:15][C:16]1[C:17]([C:40]2[N:44]=[CH:43][N:42]([CH2:68][CH2:67][CH2:66][N:65]([CH3:70])[CH3:64])[N:41]=2)=[C:18]([NH:21][C:22](=[O:39])[CH2:23][N:24]2[C:33]3[C:28](=[CH:29][C:30]([C:34]([F:37])([F:36])[F:35])=[CH:31][CH:32]=3)[CH:27]=[CH:26][C:25]2=[O:38])[S:19][CH:20]=1. (2) Given the reactants [Cl:1][C:2]1[CH:7]=[CH:6][C:5]([C:8]([F:11])([F:10])[F:9])=[CH:4][C:3]=1I.[F:13][CH2:14][C:15]([CH2:19][F:20])([OH:18])[C:16]#[CH:17].C(N(CC)CC)C.Cl, predict the reaction product. The product is: [Cl:1][C:2]1[CH:7]=[CH:6][C:5]([C:8]([F:11])([F:10])[F:9])=[CH:4][C:3]=1[C:17]#[C:16][C:15]([CH2:19][F:20])([OH:18])[CH2:14][F:13]. (3) The product is: [NH2:26][CH2:25][C:24]1([OH:28])[CH2:23][CH2:22][N:21]([C:14]2[C:15]3[O:20][CH:19]=[CH:18][C:16]=3[N:17]=[C:12]([NH:11][C:7]3[CH:6]=[C:5]4[C:10]([C:2]([CH3:1])=[N:3][NH:4]4)=[CH:9][CH:8]=3)[N:13]=2)[CH2:31][CH2:30]1. Given the reactants [CH3:1][C:2]1[C:10]2[C:5](=[CH:6][C:7]([NH:11][C:12]3[N:13]=[C:14]([N:21]4[CH2:31][CH2:30][C:24]5([O:28]C(=O)[NH:26][CH2:25]5)[CH2:23][CH2:22]4)[C:15]4[O:20][CH:19]=[CH:18][C:16]=4[N:17]=3)=[CH:8][CH:9]=2)[NH:4][N:3]=1.ClC1N=C(Cl)C2OC=CC=2N=1.O1C2(CCNCC2)CNC1=O.[OH-].[Na+], predict the reaction product. (4) Given the reactants [F:1][C:2]1[CH:42]=[CH:41][C:5]([CH2:6][O:7][CH2:8][C:9]([NH:11][CH2:12][CH2:13][CH2:14][C:15]2[CH:20]=[CH:19][C:18]([S:21]([NH:24][C:25]3[CH:30]=[CH:29][C:28]([NH:31]C(=O)OC(C)(C)C)=[C:27]([O:39][CH3:40])[CH:26]=3)(=[O:23])=[O:22])=[CH:17][CH:16]=2)=[O:10])=[CH:4][CH:3]=1.FC(F)(F)C(O)=O, predict the reaction product. The product is: [NH2:31][C:28]1[CH:29]=[CH:30][C:25]([NH:24][S:21]([C:18]2[CH:19]=[CH:20][C:15]([CH2:14][CH2:13][CH2:12][NH:11][C:9](=[O:10])[CH2:8][O:7][CH2:6][C:5]3[CH:4]=[CH:3][C:2]([F:1])=[CH:42][CH:41]=3)=[CH:16][CH:17]=2)(=[O:23])=[O:22])=[CH:26][C:27]=1[O:39][CH3:40]. (5) Given the reactants [C:1]1([C:11]2[CH:16]=[CH:15][CH:14]=[CH:13][CH:12]=2)[CH:6]=[CH:5][C:4]([CH2:7][CH2:8][CH2:9][OH:10])=[CH:3][CH:2]=1.CC(OI1(OC(C)=O)(OC(C)=O)OC(=O)C2C=CC=CC1=2)=O.C(OCC)C, predict the reaction product. The product is: [C:1]1([C:11]2[CH:12]=[CH:13][CH:14]=[CH:15][CH:16]=2)[CH:2]=[CH:3][C:4]([CH2:7][CH2:8][CH:9]=[O:10])=[CH:5][CH:6]=1. (6) Given the reactants [CH3:1][O:2][C:3]1[CH:8]=[CH:7][CH:6]=[CH:5][C:4]=1[CH:9]1[CH2:13][CH2:12][N:11]([C:14](=[O:17])[CH2:15][CH3:16])[CH2:10]1.[N+:18]([O-])([OH:20])=[O:19].S(=O)(=O)(O)O.[OH-].[Na+], predict the reaction product. The product is: [CH3:1][O:2][C:3]1[CH:8]=[CH:7][C:6]([N+:18]([O-:20])=[O:19])=[CH:5][C:4]=1[CH:9]1[CH2:13][CH2:12][N:11]([C:14](=[O:17])[CH2:15][CH3:16])[CH2:10]1. (7) The product is: [F:1][C:2]1[CH:3]=[C:4]2[C:8](=[CH:9][CH:10]=1)[NH:7][C:6](=[O:11])[C:5]2=[N:12][N:13]=[CH:14][C:15]1[NH:19][C:18]([CH3:20])=[C:17]([C:21]([NH:23][CH2:24][CH2:25][CH2:26][CH2:27][CH2:28][C:29]([NH:51][C:50]2[CH:49]=[CH:48][CH:47]=[CH:46][C:54]=2[NH2:53])=[O:30])=[O:22])[C:16]=1[CH3:32]. Given the reactants [F:1][C:2]1[CH:3]=[C:4]2[C:8](=[CH:9][CH:10]=1)[NH:7][C:6](=[O:11])[C:5]2=[N:12][N:13]=[CH:14][C:15]1[NH:19][C:18]([CH3:20])=[C:17]([C:21]([NH:23][CH2:24][CH2:25][CH2:26][CH2:27][CH2:28][C:29](O)=[O:30])=[O:22])[C:16]=1[CH3:32].Cl.C(N=C=NCCCN(C)C)C.O[C:46]1[C:54]2[N:53]=N[NH:51][C:50]=2[CH:49]=[CH:48][CH:47]=1.C(N(CC)CC)C.C1(N)C=CC=CC=1N, predict the reaction product.